The task is: Predict which catalyst facilitates the given reaction.. This data is from Catalyst prediction with 721,799 reactions and 888 catalyst types from USPTO. (1) Reactant: [BH4-].[Na+].[O:3]=[C:4]1[CH2:8][CH2:7][CH:6]([C:9]([O:11][CH3:12])=[O:10])[CH2:5]1. Product: [OH:3][CH:4]1[CH2:8][CH2:7][CH:6]([C:9]([O:11][CH3:12])=[O:10])[CH2:5]1. The catalyst class is: 8. (2) The catalyst class is: 7. Product: [CH2:13]([O:15][C:16](=[O:22])[C:17]([O:19][CH2:20][CH3:21])([CH3:18])[CH:43]([C:42]1[CH:41]=[CH:40][C:39]([O:38][CH2:31][C:32]2[CH:33]=[CH:34][CH:35]=[CH:36][CH:37]=2)=[CH:46][CH:45]=1)[OH:44])[CH3:14]. Reactant: C(NC(C)C)(C)C.C([Li])CCC.[CH2:13]([O:15][C:16](=[O:22])[CH:17]([O:19][CH2:20][CH3:21])[CH3:18])[CH3:14].[Li+].CC([N-]C(C)C)C.[CH2:31]([O:38][C:39]1[CH:46]=[CH:45][C:42]([CH:43]=[O:44])=[CH:41][CH:40]=1)[C:32]1[CH:37]=[CH:36][CH:35]=[CH:34][CH:33]=1.[Cl-].[NH4+]. (3) Reactant: C[Si]([C:5]#[C:6][C:7]1[CH:16]=[CH:15][C:14]2[C:9](=[CH:10][C:11]([C:17]#[C:18][Si](C)(C)C)=[CH:12][CH:13]=2)[CH:8]=1)(C)C.[OH-].[Na+]. Product: [C:6]([C:7]1[CH:16]=[CH:15][C:14]2[C:9](=[CH:10][C:11]([C:17]#[CH:18])=[CH:12][CH:13]=2)[CH:8]=1)#[CH:5]. The catalyst class is: 1. (4) The catalyst class is: 219. Product: [C:1]([C:5]1[C:14]2[CH:13]=[C:12](/[C:15](/[CH2:28][CH3:29])=[C:16](/[F:27])\[CH:17]=[CH:18]\[C:19](\[CH3:26])=[CH:20]\[C:21]([OH:23])=[O:22])[C:11]([O:30][CH2:31][CH3:32])=[CH:10][C:9]=2[C:8]([CH3:33])([CH3:34])[CH2:7][CH:6]=1)([CH3:4])([CH3:2])[CH3:3]. Reactant: [C:1]([C:5]1[C:14]2[CH:13]=[C:12](/[C:15](/[CH2:28][CH3:29])=[C:16](/[F:27])\[CH:17]=[CH:18]\[C:19](\[CH3:26])=[CH:20]\[C:21]([O:23]CC)=[O:22])[C:11]([O:30][CH2:31][CH3:32])=[CH:10][C:9]=2[C:8]([CH3:34])([CH3:33])[CH2:7][CH:6]=1)([CH3:4])([CH3:3])[CH3:2].[OH-].[Na+]. (5) Reactant: [F:1][C:2]1[CH:3]=[N:4][C:5]2[C:10]([C:11]=1[CH2:12][CH2:13][C@H:14]1[O:19][CH2:18][C@H:17]([NH:20]C(=O)OC(C)(C)C)[CH2:16][CH2:15]1)=[N:9][C:8]([O:28][CH3:29])=[CH:7][CH:6]=2.Cl. Product: [F:1][C:2]1[CH:3]=[N:4][C:5]2[C:10]([C:11]=1[CH2:12][CH2:13][C@H:14]1[O:19][CH2:18][C@H:17]([NH2:20])[CH2:16][CH2:15]1)=[N:9][C:8]([O:28][CH3:29])=[CH:7][CH:6]=2. The catalyst class is: 12. (6) Reactant: [O-:1]I(=O)(=O)=O.[Na+].[CH3:7][C:8]([CH3:29])([Si:10]([CH3:28])([CH3:27])[O:11][CH2:12][CH2:13][CH2:14][S:15][CH2:16][CH2:17][CH2:18][O:19][Si:20]([CH3:26])([CH3:25])[C:21]([CH3:24])([CH3:23])[CH3:22])[CH3:9]. Product: [CH3:9][C:8]([CH3:29])([Si:10]([CH3:28])([CH3:27])[O:11][CH2:12][CH2:13][CH2:14][S:15](=[O:1])[CH2:16][CH2:17][CH2:18][O:19][Si:20]([CH3:26])([CH3:25])[C:21]([CH3:22])([CH3:23])[CH3:24])[CH3:7]. The catalyst class is: 72. (7) Reactant: [Cl:1][C:2]1[C:3]2[S:10][C:9]([C:11](O)=[O:12])=[C:8]([CH3:14])[C:4]=2[N:5]=[CH:6][N:7]=1.C(Cl)(=O)C(Cl)=O.C[N:22](C=O)C. Product: [Cl:1][C:2]1[C:3]2[S:10][C:9]([C:11]([NH2:22])=[O:12])=[C:8]([CH3:14])[C:4]=2[N:5]=[CH:6][N:7]=1. The catalyst class is: 2. (8) Reactant: Cl.O[C:3]1([C:14](=[NH:18])OCC)[C:11]2[C:6](=[C:7](OC)[CH:8]=[CH:9][CH:10]=2)CC1.CC[N:21]([CH2:24]C)[CH2:22][CH3:23].[C:26](Cl)(Cl)=O.[CH2:30]1COC[CH2:31]1. Product: [NH:18]1[C:6]2[C:11](=[CH:10][C:9]([CH2:24][NH:21][CH:22]([CH:23]3[CH2:31][CH2:30]3)[CH3:26])=[CH:8][CH:7]=2)[CH:3]=[CH:14]1. The catalyst class is: 33. (9) Reactant: C[Si](C)(C)CC[O:5][C:6]1[CH:13]=[N:12][CH:11]=[CH:10][C:7]=1[C:8]#[N:9].[F-].C([N+](CCCC)(CCC)CCCC)CCC. Product: [OH:5][C:6]1[CH:13]=[N:12][CH:11]=[CH:10][C:7]=1[C:8]#[N:9]. The catalyst class is: 1.